This data is from Full USPTO retrosynthesis dataset with 1.9M reactions from patents (1976-2016). The task is: Predict the reactants needed to synthesize the given product. (1) Given the product [F:1][C:2]1[CH:23]=[CH:22][C:5]([CH2:6][N:7]2[C:11](=[O:12])[N:10]([C:13]3[S:14][C:15]([C:19]([NH2:25])=[O:20])=[C:16]([CH3:18])[N:17]=3)[CH:9]=[N:8]2)=[CH:4][CH:3]=1, predict the reactants needed to synthesize it. The reactants are: [F:1][C:2]1[CH:23]=[CH:22][C:5]([CH2:6][N:7]2[C:11](=[O:12])[N:10]([C:13]3[S:14][C:15]([C:19](O)=[O:20])=[C:16]([CH3:18])[N:17]=3)[CH:9]=[N:8]2)=[CH:4][CH:3]=1.O[N:25]1C2C=CC=CC=2N=N1.F[P-](F)(F)(F)(F)F.N1(OC(N(C)C)=[N+](C)C)C2N=CC=CC=2N=N1.C(N(CC)C(C)C)(C)C.[Cl-].[NH4+]. (2) Given the product [NH:3]1[C:7]2[CH:8]=[CH:9][C:10](/[C:12](/[C:22]3[CH:23]=[CH:24][C:25](/[CH:28]=[CH:29]/[C:30]([OH:32])=[O:31])=[CH:26][CH:27]=3)=[C:13](/[C:16]3[CH:21]=[CH:20][CH:19]=[CH:18][CH:17]=3)\[CH2:14][CH3:15])=[CH:11][C:6]=2[N:5]=[N:4]1, predict the reactants needed to synthesize it. The reactants are: [Li+].[OH-].[NH:3]1[C:7]2[CH:8]=[CH:9][C:10](/[C:12](/[C:22]3[CH:27]=[CH:26][C:25](/[CH:28]=[CH:29]/[C:30]([O:32]CC)=[O:31])=[CH:24][CH:23]=3)=[C:13](/[C:16]3[CH:21]=[CH:20][CH:19]=[CH:18][CH:17]=3)\[CH2:14][CH3:15])=[CH:11][C:6]=2[N:5]=[N:4]1.Cl. (3) Given the product [C:1]([O:5][C:6](=[O:33])[C:7]1[CH:8]=[CH:9][C:10]([O:13][CH2:14][CH2:15][CH2:16][CH2:17][CH2:18][CH2:19][CH2:20][CH2:21][CH2:22][C:23](=[O:25])[NH:34][C@H:35]([C:41](=[O:42])[NH2:43])[CH2:36][CH2:37][C:38]([OH:40])=[O:39])=[CH:11][CH:12]=1)([CH3:2])([CH3:3])[CH3:4], predict the reactants needed to synthesize it. The reactants are: [C:1]([O:5][C:6](=[O:33])[C:7]1[CH:12]=[CH:11][C:10]([O:13][CH2:14][CH2:15][CH2:16][CH2:17][CH2:18][CH2:19][CH2:20][CH2:21][CH2:22][C:23]([O:25]N2C(=O)CCC2=O)=O)=[CH:9][CH:8]=1)([CH3:4])([CH3:3])[CH3:2].[NH2:34][C@H:35]([C:41]([NH2:43])=[O:42])[CH2:36][CH2:37][C:38](=[O:40])[OH:39]. (4) Given the product [Cl:35][C:36]1[CH:41]=[CH:40][C:39]([N:42]=[C:43]2[NH:8][C@@H:3]([CH:4]([CH2:5][CH3:6])[CH3:7])[CH2:2][S:44]2)=[CH:38][C:37]=1[C:45]([F:46])([F:47])[F:48], predict the reactants needed to synthesize it. The reactants are: O[CH2:2][C@@H:3]([NH2:8])[CH:4]([CH3:7])[CH2:5][CH3:6].COC(=O)[C@H]([C@H](CC)C)N.OCCN.ClC1C=CC(N)=CC=1C(F)(F)F.[Cl:35][C:36]1[CH:41]=[CH:40][C:39]([N:42]=[C:43]=[S:44])=[CH:38][C:37]=1[C:45]([F:48])([F:47])[F:46]. (5) Given the product [CH3:19][O:18][C:16](=[O:17])[CH2:15][CH2:14][C:13]([CH2:3][CH2:4][CH2:5][CH2:6][O:7][CH2:8][CH2:9][O:10][CH3:11])=[O:20], predict the reactants needed to synthesize it. The reactants are: [Mg].Br[CH2:3][CH2:4][CH2:5][CH2:6][O:7][CH2:8][CH2:9][O:10][CH3:11].Cl[C:13](=[O:20])[CH2:14][CH2:15][C:16]([O:18][CH3:19])=[O:17].[NH4+].[Cl-]. (6) Given the product [Cl:30][C:27]1[CH:28]=[CH:29][C:24]([CH2:23][CH2:22][O:1][C:2]2[CH:7]=[CH:6][C:5]([C:8](=[O:10])[CH3:9])=[CH:4][CH:3]=2)=[CH:25][CH:26]=1, predict the reactants needed to synthesize it. The reactants are: [OH:1][C:2]1[CH:7]=[CH:6][C:5]([C:8](=[O:10])[CH3:9])=[CH:4][CH:3]=1.C(=O)([O-])[O-].[K+].[K+].S(O[CH2:22][CH2:23][C:24]1[CH:29]=[CH:28][C:27]([Cl:30])=[CH:26][CH:25]=1)(=O)(=O)C. (7) The reactants are: [CH3:1][CH2:2][N:3]1[C:7](=[O:8])[C:6]([C:15]2[CH:16]=[CH:17][CH:18]=[CH:19][CH:20]=2)([C:9]2[CH:10]=[CH:11][CH:12]=[CH:13][CH:14]=2)[CH:5]([CH2:21][CH2:22][N:23]2[CH2:28][CH2:27][O:26][CH2:25][CH2:24]2)[CH2:4]1.Cl. Given the product [CH3:1][CH2:2][N:3]1[C:7](=[O:8])[C:6]([C:15]2[CH:20]=[CH:19][CH:18]=[CH:17][CH:16]=2)([C:9]2[CH:10]=[CH:11][CH:12]=[CH:13][CH:14]=2)[CH:5]([CH2:21][CH2:22][N:23]2[CH2:28][CH2:27][O:26][CH2:25][CH2:24]2)[CH2:4]1, predict the reactants needed to synthesize it.